This data is from Forward reaction prediction with 1.9M reactions from USPTO patents (1976-2016). The task is: Predict the product of the given reaction. (1) Given the reactants [Cl:1][C:2]1[CH:7]=[CH:6][C:5]([CH:8]([C:25]2[CH:30]=[CH:29][CH:28]=[CH:27][CH:26]=2)[N:9]2[CH2:14][CH2:13][N:12](S(C3C=CC(C)=CC=3)(=O)=O)[CH2:11][CH2:10]2)=[CH:4][CH:3]=1.OC1C=CC(C(O)=O)=CC=1.Br.O, predict the reaction product. The product is: [Cl:1][C:2]1[CH:3]=[CH:4][C:5]([CH:8]([C:25]2[CH:26]=[CH:27][CH:28]=[CH:29][CH:30]=2)[N:9]2[CH2:10][CH2:11][NH:12][CH2:13][CH2:14]2)=[CH:6][CH:7]=1. (2) Given the reactants [C:1]([O:5][C:6](=[O:20])[NH:7][C:8]1[CH:13]=[CH:12][C:11]([N:14]2[CH:18]=[CH:17][CH:16]=[CH:15]2)=[CH:10][C:9]=1[NH2:19])([CH3:4])([CH3:3])[CH3:2].C([O:23][C:24](=O)[CH2:25][C:26](=[O:38])[C:27]1[CH:32]=[CH:31][CH:30]=[C:29]([N:33]2[CH:37]=[CH:36][N:35]=[N:34]2)[CH:28]=1)C, predict the reaction product. The product is: [C:1]([O:5][C:6](=[O:20])[NH:7][C:8]1[CH:13]=[CH:12][C:11]([N:14]2[CH:15]=[CH:16][CH:17]=[CH:18]2)=[CH:10][C:9]=1[NH:19][C:24](=[O:23])[CH2:25][C:26](=[O:38])[C:27]1[CH:32]=[CH:31][CH:30]=[C:29]([N:33]2[CH:37]=[CH:36][N:35]=[N:34]2)[CH:28]=1)([CH3:4])([CH3:2])[CH3:3].